The task is: Predict the reaction yield, written as a fraction of the theoretical maximum amount of product (1.0 means a 100% yield; for example, 0.34 means a 34% yield).. This data is from Reaction yield outcomes from USPTO patents with 853,638 reactions. (1) The reactants are CON(C)[C:4]([C:6]1[NH:10][C:9]2[C:11]([N:15]([CH3:24])[S:16]([C:19]3[S:20][CH:21]=[CH:22][CH:23]=3)(=[O:18])=[O:17])=[C:12]([CH3:14])[S:13][C:8]=2[CH:7]=1)=[O:5].[H-].[Na+].[CH3:28]OCCl.O. The catalyst is CN(C)C=O. The product is [C:4]([C:6]1[NH:10][C:9]2[C:11]([N:15]([CH3:24])[S:16]([C:19]3[S:20][CH:21]=[CH:22][CH:23]=3)(=[O:17])=[O:18])=[C:12]([CH3:14])[S:13][C:8]=2[CH:7]=1)(=[O:5])[CH3:28]. The yield is 0.260. (2) The reactants are [O:1]1[CH2:3][C@@H:2]1[C@@H:4]([NH:12][C:13](=[O:19])[O:14][C:15]([CH3:18])([CH3:17])[CH3:16])[CH2:5][C:6]1[CH:11]=[CH:10][CH:9]=[CH:8][CH:7]=1.[C:20](OCC)(=O)[CH2:21][C:22]([O:24][CH2:25][CH3:26])=[O:23].CC[O-:33].[Na+]. The yield is 0.930. The product is [C:15]([O:14][C:13]([NH:12][C@H:4]([C@@H:2]1[O:1][C:3](=[O:33])[CH:21]([C:22]([O:24][CH2:25][CH3:26])=[O:23])[CH2:20]1)[CH2:5][C:6]1[CH:7]=[CH:8][CH:9]=[CH:10][CH:11]=1)=[O:19])([CH3:16])([CH3:17])[CH3:18]. The catalyst is C(O)C. (3) The reactants are [Br:1][C:2]1[C:3]([N:17]2[CH2:22][CH2:21][CH2:20][C@@H:19]([NH:23]C(=O)OC(C)(C)C)[CH2:18]2)=[C:4]2[C:10]([NH:11][C:12]([NH:14][CH2:15][CH3:16])=[O:13])=[CH:9][NH:8][C:5]2=[N:6][CH:7]=1.C(O)(C(F)(F)F)=O.C(Cl)[Cl:39]. No catalyst specified. The product is [ClH:39].[NH2:23][C@@H:19]1[CH2:20][CH2:21][CH2:22][N:17]([C:3]2[C:2]([Br:1])=[CH:7][N:6]=[C:5]3[NH:8][CH:9]=[C:10]([NH:11][C:12]([NH:14][CH2:15][CH3:16])=[O:13])[C:4]=23)[CH2:18]1. The yield is 0.815. (4) The reactants are [Cl:1][C:2]1[CH:3]=[C:4]([CH:20]=[CH:21][C:22]=1[Cl:23])[CH2:5][N:6]1[CH:10]=[C:9]([NH:11][CH2:12][CH2:13][N:14]2[CH2:19][CH2:18][O:17][CH2:16][CH2:15]2)[N:8]=[N:7]1.[C:24](OC(=O)C)(=[O:26])[CH3:25]. No catalyst specified. The product is [Cl:1][C:2]1[CH:3]=[C:4]([CH:20]=[CH:21][C:22]=1[Cl:23])[CH2:5][N:6]1[CH:10]=[C:9]([N:11]([CH2:12][CH2:13][N:14]2[CH2:19][CH2:18][O:17][CH2:16][CH2:15]2)[C:24](=[O:26])[CH3:25])[N:8]=[N:7]1. The yield is 0.760. (5) The reactants are [S:1]1[CH:5]=[CH:4][C:3]([C:6]2[CH:11]=[CH:10][C:9]([CH2:12][CH2:13][CH2:14]CC(S(N)(=O)=O)C)=[CH:8][CH:7]=2)=[CH:2]1.C([N:24]([CH2:27]C)CC)C.[CH3:29][N:30](C)[S:31](Cl)(=[O:33])=[O:32]. The catalyst is ClCCl. The product is [S:1]1[CH:5]=[CH:4][C:3]([C:6]2[CH:7]=[CH:8][C:9]([CH2:12][CH2:13][CH2:14][N:24]([CH3:27])[S:31]([NH:30][CH3:29])(=[O:33])=[O:32])=[CH:10][CH:11]=2)=[CH:2]1. The yield is 0.460. (6) The reactants are [Cl:1][C:2]1[CH:3]=[CH:4][C:5]([O:25][CH:26]([F:28])[F:27])=[C:6]([C:8]2[C:12]([NH:13][C:14]([C:16]3[CH:17]=[N:18][N:19]4[CH:24]=[CH:23][CH:22]=[N:21][C:20]=34)=[O:15])=[CH:11][NH:10][N:9]=2)[CH:7]=1.C([O-])([O-])=O.[Cs+].[Cs+].CS(O[CH2:40][CH:41]=[C:42]1[CH2:51][CH2:50][C:45]2([O:49][CH2:48][CH2:47][O:46]2)[CH2:44][CH2:43]1)(=O)=O. The catalyst is CN(C)C=O. The product is [Cl:1][C:2]1[CH:3]=[CH:4][C:5]([O:25][CH:26]([F:28])[F:27])=[C:6]([C:8]2[C:12]([NH:13][C:14]([C:16]3[CH:17]=[N:18][N:19]4[CH:24]=[CH:23][CH:22]=[N:21][C:20]=34)=[O:15])=[CH:11][N:10]([CH2:40][CH:41]=[C:42]3[CH2:51][CH2:50][C:45]4([O:46][CH2:47][CH2:48][O:49]4)[CH2:44][CH2:43]3)[N:9]=2)[CH:7]=1. The yield is 0.750.